This data is from Forward reaction prediction with 1.9M reactions from USPTO patents (1976-2016). The task is: Predict the product of the given reaction. (1) Given the reactants [N:1]([C:4]1[C:5]([CH3:11])=[N:6][CH:7]=[C:8]([CH3:10])[N:9]=1)=[N+]=[N-].Cl.O.O.[Sn](Cl)(Cl)(Cl)Cl, predict the reaction product. The product is: [NH2:1][C:4]1[C:5]([CH3:11])=[N:6][CH:7]=[C:8]([CH3:10])[N:9]=1. (2) Given the reactants C[C:2]([CH3:11])=[CH:3][CH2:4][O:5][CH2:6][CH:7]=[C:8]([CH3:10])[CH3:9].[C:12]([O-:15])([O-])=[O:13].[Na+].[Na+].[CH:18]([O-])=O.[Na+].[CH3:22][CH2:23]OC(C)=O, predict the reaction product. The product is: [CH:8]([C:7]1[C:22]2[CH:23]=[C:11]([C:12]([O:15][CH3:18])=[O:13])[CH:2]=[CH:3][C:4]=2[O:5][CH:6]=1)([CH3:9])[CH3:10]. (3) The product is: [CH3:23][O:22][C:20](=[O:21])[CH2:19][C@H:16]1[C:15]2[CH:24]=[CH:25][C:12]([O:11][C@H:9]3[C:10]4[C:6](=[C:5]([O:39][C:36]5[CH:37]=[CH:38][C:33]6[O:32][N:31]=[C:30]([CH3:29])[C:34]=6[CH:35]=5)[CH:4]=[CH:3][C:2]=4[F:1])[CH2:7][CH2:8]3)=[CH:13][C:14]=2[O:18][CH2:17]1. Given the reactants [F:1][C:2]1[CH:3]=[CH:4][C:5](B(O)O)=[C:6]2[C:10]=1[C@H:9]([O:11][C:12]1[CH:25]=[CH:24][C:15]3[C@H:16]([CH2:19][C:20]([O:22][CH3:23])=[O:21])[CH2:17][O:18][C:14]=3[CH:13]=1)[CH2:8][CH2:7]2.[CH3:29][C:30]1[C:34]2[CH:35]=[C:36]([OH:39])[CH:37]=[CH:38][C:33]=2[O:32][N:31]=1, predict the reaction product. (4) Given the reactants [F:1][CH:2]([F:29])[CH2:3][O:4][C:5]1[C:9]2[CH:10]=[N:11][C:12]([NH:14][C:15]([NH:17][C@@H:18]3[C@@H:22]([C:23]4[CH:28]=[CH:27][CH:26]=[CH:25][CH:24]=4)[CH2:21][NH:20][CH2:19]3)=[O:16])=[CH:13][C:8]=2[NH:7][N:6]=1.NC(N)=O.[C:34](O)(=[O:37])[CH2:35][OH:36].CN(C(ON1N=NC2C=CC=NC1=2)=[N+](C)C)C.F[P-](F)(F)(F)(F)F.CCN(C(C)C)C(C)C, predict the reaction product. The product is: [F:29][CH:2]([F:1])[CH2:3][O:4][C:5]1[C:9]2[CH:10]=[N:11][C:12]([NH:14][C:15]([NH:17][C@@H:18]3[C@@H:22]([C:23]4[CH:28]=[CH:27][CH:26]=[CH:25][CH:24]=4)[CH2:21][N:20]([C:35](=[O:36])[CH2:34][OH:37])[CH2:19]3)=[O:16])=[CH:13][C:8]=2[NH:7][N:6]=1.